From a dataset of Full USPTO retrosynthesis dataset with 1.9M reactions from patents (1976-2016). Predict the reactants needed to synthesize the given product. Given the product [NH2:21][C:19]1[N:20]=[C:16]([NH:15][C:12]2[CH:13]=[CH:14][C:9]([C:8]([NH:43][CH2:42][CH2:41][NH:40][C:34]3[CH:39]=[CH:38][CH:37]=[CH:36][CH:35]=3)=[O:7])=[C:10]([OH:32])[CH:11]=2)[S:17][C:18]=1[C:22](=[O:31])[C:23]1[C:24]([F:30])=[CH:25][CH:26]=[CH:27][C:28]=1[F:29], predict the reactants needed to synthesize it. The reactants are: C1([O:7][C:8](=O)[C:9]2[CH:14]=[CH:13][C:12]([NH:15][C:16]3[S:17][C:18]([C:22](=[O:31])[C:23]4[C:28]([F:29])=[CH:27][CH:26]=[CH:25][C:24]=4[F:30])=[C:19]([NH2:21])[N:20]=3)=[CH:11][C:10]=2[OH:32])C=CC=CC=1.[C:34]1([NH:40][CH2:41][CH2:42][NH2:43])[CH:39]=[CH:38][CH:37]=[CH:36][CH:35]=1.